Dataset: Full USPTO retrosynthesis dataset with 1.9M reactions from patents (1976-2016). Task: Predict the reactants needed to synthesize the given product. (1) Given the product [O:1]1[C:5]2[CH:6]=[CH:7][CH:8]=[CH:9][C:4]=2[CH:3]=[C:2]1[C:10]1[N:14]2[N:15]=[C:16]([NH:20][CH2:21][CH:22]([OH:27])[C:23]([CH3:26])([CH3:25])[CH3:24])[CH:17]=[CH:18][C:13]2=[N:12][CH:11]=1, predict the reactants needed to synthesize it. The reactants are: [O:1]1[C:5]2[CH:6]=[CH:7][CH:8]=[CH:9][C:4]=2[CH:3]=[C:2]1[C:10]1[N:14]2[N:15]=[C:16](Cl)[CH:17]=[CH:18][C:13]2=[N:12][CH:11]=1.[NH2:20][CH2:21][CH:22]([OH:27])[C:23]([CH3:26])([CH3:25])[CH3:24]. (2) Given the product [Br:9][C:6]1[O:5][C:4]([C:1](=[O:3])[CH3:2])=[CH:8][CH:7]=1, predict the reactants needed to synthesize it. The reactants are: [C:1]([C:4]1[O:5][CH:6]=[CH:7][CH:8]=1)(=[O:3])[CH3:2].[Br:9]N1C(=O)CCC1=O. (3) Given the product [C@H:15]12[NH:20][C@H:18]([CH2:17][CH2:16]1)[CH2:19][C@H:14]2[NH:13][C:11]([C:8]1[CH:9]=[CH:10][C:5]2[O:4][CH:3]=[C:2]([C:46]#[C:45][Si:42]([CH3:44])([CH3:43])[CH3:41])[C:6]=2[CH:7]=1)=[O:12], predict the reactants needed to synthesize it. The reactants are: Br[C:2]1[C:6]2[CH:7]=[C:8]([C:11]([NH:13][C@@H:14]3[CH2:19][C@@H:18]4[N:20](C(OC(C)(C)C)=O)[C@H:15]3[CH2:16][CH2:17]4)=[O:12])[CH:9]=[CH:10][C:5]=2[O:4][CH:3]=1.C(P(C(C)(C)C)C(C)(C)C)(C)(C)C.[CH3:41][Si:42]([C:45]#[CH:46])([CH3:44])[CH3:43].C(NC(C)C)(C)C.